Dataset: NCI-60 drug combinations with 297,098 pairs across 59 cell lines. Task: Regression. Given two drug SMILES strings and cell line genomic features, predict the synergy score measuring deviation from expected non-interaction effect. (1) Drug 1: CC1=CC=C(C=C1)C2=CC(=NN2C3=CC=C(C=C3)S(=O)(=O)N)C(F)(F)F. Drug 2: CN(C(=O)NC(C=O)C(C(C(CO)O)O)O)N=O. Cell line: HL-60(TB). Synergy scores: CSS=-5.55, Synergy_ZIP=4.61, Synergy_Bliss=4.17, Synergy_Loewe=-4.68, Synergy_HSA=-4.04. (2) Drug 1: CC(CN1CC(=O)NC(=O)C1)N2CC(=O)NC(=O)C2. Drug 2: CC1=C(C=C(C=C1)NC(=O)C2=CC=C(C=C2)CN3CCN(CC3)C)NC4=NC=CC(=N4)C5=CN=CC=C5. Cell line: SK-MEL-28. Synergy scores: CSS=0.930, Synergy_ZIP=-3.14, Synergy_Bliss=-5.58, Synergy_Loewe=-8.01, Synergy_HSA=-7.39.